This data is from Reaction yield outcomes from USPTO patents with 853,638 reactions. The task is: Predict the reaction yield, written as a fraction of the theoretical maximum amount of product (1.0 means a 100% yield; for example, 0.34 means a 34% yield). (1) No catalyst specified. The reactants are Br[C:2]1[CH:3]=[C:4]([N:8]2[C:16]3[CH:15]=[C:14]([O:17][CH3:18])[N:13]=[CH:12][C:11]=3[C:10]([C:19]([NH2:21])=[O:20])=[N:9]2)[CH:5]=[CH:6][CH:7]=1.[C:22]([C@:24]1([OH:31])[CH2:28][CH2:27][N:26]([CH3:29])[C:25]1=[O:30])#[CH:23]. The yield is 0.120. The product is [OH:31][C@@:24]1([C:22]#[C:23][C:2]2[CH:3]=[C:4]([N:8]3[C:16]4[CH:15]=[C:14]([O:17][CH3:18])[N:13]=[CH:12][C:11]=4[C:10]([C:19]([NH2:21])=[O:20])=[N:9]3)[CH:5]=[CH:6][CH:7]=2)[CH2:28][CH2:27][N:26]([CH3:29])[C:25]1=[O:30]. (2) The reactants are Cl[C:2]1[CH:3]=[C:4]([NH:11][C:12]2[CH:17]=[CH:16][C:15]([N:18]3[CH2:23][CH2:22][N:21]([CH3:24])[CH2:20][CH2:19]3)=[CH:14][N:13]=2)[C:5]2[N:6]([CH:8]=[CH:9][N:10]=2)[N:7]=1.C([O:28][CH2:29][C:30]1[C:35](B2OC(C)(C)C(C)(C)O2)=[CH:34][C:33]([F:45])=[CH:32][C:31]=1[N:46]1[CH2:58][CH2:57][N:49]2[C:50]3[CH2:51][CH2:52][CH2:53][CH2:54][C:55]=3[CH:56]=[C:48]2[C:47]1=[O:59])(=O)C.C1(P(C2CCCCC2)C2CCCCC2)CCCCC1.C(=O)([O-])[O-].[Cs+].[Cs+]. The catalyst is C1C=CC(/C=C/C(/C=C/C2C=CC=CC=2)=O)=CC=1.C1C=CC(/C=C/C(/C=C/C2C=CC=CC=2)=O)=CC=1.C1C=CC(/C=C/C(/C=C/C2C=CC=CC=2)=O)=CC=1.[Pd].[Pd].O.O1CCOCC1. The product is [F:45][C:33]1[CH:34]=[C:35]([C:2]2[CH:3]=[C:4]([NH:11][C:12]3[CH:17]=[CH:16][C:15]([N:18]4[CH2:23][CH2:22][N:21]([CH3:24])[CH2:20][CH2:19]4)=[CH:14][N:13]=3)[C:5]3[N:6]([CH:8]=[CH:9][N:10]=3)[N:7]=2)[C:30]([CH2:29][OH:28])=[C:31]([N:46]2[CH2:58][CH2:57][N:49]3[C:50]4[CH2:51][CH2:52][CH2:53][CH2:54][C:55]=4[CH:56]=[C:48]3[C:47]2=[O:59])[CH:32]=1. The yield is 0.160. (3) The reactants are [Cl:1][C:2]1[CH:30]=[CH:29][C:5]([O:6][C:7]2[CH:12]=[CH:11][C:10]([N:13]3[C@@H:17]([C:18]4[CH:23]=[CH:22][CH:21]=[C:20]([C:24]([F:27])([F:26])[F:25])[CH:19]=4)[CH2:16][CH2:15][C:14]3=O)=[CH:9][CH:8]=2)=[CH:4][CH:3]=1.B1C2CCCC1CCC2. The catalyst is C1COCC1. The product is [Cl:1][C:2]1[CH:3]=[CH:4][C:5]([O:6][C:7]2[CH:12]=[CH:11][C:10]([N:13]3[CH2:14][CH2:15][CH2:16][C@@H:17]3[C:18]3[CH:23]=[CH:22][CH:21]=[C:20]([C:24]([F:27])([F:25])[F:26])[CH:19]=3)=[CH:9][CH:8]=2)=[CH:29][CH:30]=1. The yield is 0.820. (4) The reactants are C([O:3][C:4](=O)[CH2:5][C:6]([C:9]1[N:10]([CH2:21][CH2:22][OH:23])[C:11]2[C:16]([CH:17]=1)=[CH:15][C:14]([N+:18]([O-:20])=[O:19])=[CH:13][CH:12]=2)([CH3:8])[CH3:7])C.CC(C[AlH]CC(C)C)C.O. The catalyst is C1COCC1. The product is [OH:23][CH2:22][CH2:21][N:10]1[C:11]2[C:16](=[CH:15][C:14]([N+:18]([O-:20])=[O:19])=[CH:13][CH:12]=2)[CH:17]=[C:9]1[C:6]([CH3:8])([CH3:7])[CH2:5][CH2:4][OH:3]. The yield is 0.490. (5) The reactants are [N:1]1[CH:6]=[CH:5][CH:4]=[CH:3][C:2]=1[C:7]1[O:8][C:9]2[CH2:15][CH2:14][CH2:13][N:12](C(OCC3C=CC=CC=3)=O)[CH2:11][C:10]=2[N:26]=1.[Si](I)(C)(C)C. The catalyst is CC#N. The product is [N:1]1[CH:6]=[CH:5][CH:4]=[CH:3][C:2]=1[C:7]1[O:8][C:9]2[CH2:15][CH2:14][CH2:13][NH:12][CH2:11][C:10]=2[N:26]=1. The yield is 1.00. (6) The reactants are [CH:1](=O)[C:2]1[O:6][CH:5]=[CH:4][CH:3]=1.[CH3:8][C:9]1[CH:14]=[CH:13][C:12]([S:15]([NH2:18])(=[O:17])=[O:16])=[CH:11][CH:10]=1.C. The catalyst is B(F)(F)F.CCOCC.C1(C)C=CC=CC=1. The product is [O:6]1[CH:5]=[CH:4][CH:3]=[C:2]1[CH:1]=[N:18][S:15]([C:12]1[CH:13]=[CH:14][C:9]([CH3:8])=[CH:10][CH:11]=1)(=[O:16])=[O:17]. The yield is 0.790. (7) The reactants are [NH2:1][C:2]1[S:3][C:4]2[C:10]([N:11]3[CH2:16][CH2:15][O:14][CH2:13][CH2:12]3)=[CH:9][CH:8]=[C:7]([O:17][CH3:18])[C:5]=2[N:6]=1.[C:19](Cl)(Cl)=[O:20].[CH3:23][NH:24][CH2:25][C:26]1[CH:27]=[N:28][C:29]([CH3:32])=[CH:30][CH:31]=1. No catalyst specified. The product is [CH3:18][O:17][C:7]1[C:5]2[N:6]=[C:2]([NH:1][C:19](=[O:20])[N:24]([CH3:23])[CH2:25][C:26]3[CH:27]=[N:28][C:29]([CH3:32])=[CH:30][CH:31]=3)[S:3][C:4]=2[C:10]([N:11]2[CH2:16][CH2:15][O:14][CH2:13][CH2:12]2)=[CH:9][CH:8]=1. The yield is 0.250. (8) The reactants are [Cl:1][C:2]1[CH:7]=[CH:6][CH:5]=[C:4]([CH3:8])[C:3]=1[NH:9][C:10](=[O:16])/[CH:11]=[CH:12]/OCC.C1C(=O)N(Br)C(=O)C1.[NH2:25][C:26]([NH2:28])=[S:27].[OH-].[NH4+]. The catalyst is O1CCOCC1.O. The product is [NH2:28][C:26]1[S:27][C:11]([C:10]([NH:9][C:3]2[C:4]([CH3:8])=[CH:5][CH:6]=[CH:7][C:2]=2[Cl:1])=[O:16])=[CH:12][N:25]=1. The yield is 0.949. (9) The reactants are Cl[C:2]1[CH:7]=[C:6]([O:8][CH:9]([C:14]2[CH:19]=[CH:18][C:17]([F:20])=[C:16]([F:21])[CH:15]=2)[C:10]([F:13])([F:12])[F:11])[N:5]=[CH:4]N=1.B([C:25]1[CH:36]=[CH:35][C:28]([CH2:29][C@@H:30]([C:32]([OH:34])=[O:33])[NH2:31])=[CH:27][CH:26]=1)(O)O.[C:37](#N)C.C(=O)([O-])[O-].[Na+].[Na+]. The catalyst is Cl[Pd](Cl)([P](C1C=CC=CC=1)(C1C=CC=CC=1)C1C=CC=CC=1)[P](C1C=CC=CC=1)(C1C=CC=CC=1)C1C=CC=CC=1.O. The product is [NH2:31][CH:30]([CH2:29][C:28]1[CH:35]=[CH:36][C:25]([C:2]2[CH:7]=[C:6]([O:8][CH:9]([C:14]3[CH:19]=[CH:18][C:17]([F:20])=[C:16]([F:21])[CH:15]=3)[C:10]([F:13])([F:12])[F:11])[N:5]=[CH:4][CH:37]=2)=[CH:26][CH:27]=1)[C:32]([OH:34])=[O:33]. The yield is 0.210.